This data is from Catalyst prediction with 721,799 reactions and 888 catalyst types from USPTO. The task is: Predict which catalyst facilitates the given reaction. (1) The catalyst class is: 3. Reactant: [NH2:1][C:2]1[C:3]([C:12]([NH:14][C@@H:15]([CH:20]2[CH2:25][CH2:24][CH2:23][CH2:22][CH2:21]2)[C:16]([O:18][CH3:19])=[O:17])=[O:13])=[CH:4][C:5]2[C:10]([CH:11]=1)=[CH:9][CH:8]=[CH:7][CH:6]=2.C(N(CC)CC)C.[N:33]([C:36]1[C:37]([C:42]2[CH:47]=[CH:46][CH:45]=[CH:44][CH:43]=2)=[N:38][O:39][C:40]=1[CH3:41])=[C:34]=[O:35]. Product: [CH:20]1([C@H:15]([NH:14][C:12]([C:3]2[C:2]([NH:1][C:34]([NH:33][C:36]3[C:37]([C:42]4[CH:47]=[CH:46][CH:45]=[CH:44][CH:43]=4)=[N:38][O:39][C:40]=3[CH3:41])=[O:35])=[CH:11][C:10]3[C:5](=[CH:6][CH:7]=[CH:8][CH:9]=3)[CH:4]=2)=[O:13])[C:16]([O:18][CH3:19])=[O:17])[CH2:25][CH2:24][CH2:23][CH2:22][CH2:21]1. (2) Reactant: [Br:1][C:2]1[CH:3]=[C:4]([C:8]#[C:9][C:10](=O)[C:11]([CH3:14])([CH3:13])[CH3:12])[CH:5]=[N:6][CH:7]=1.[N:16]1[CH:21]=[CH:20][CH:19]=[CH:18][C:17]=1[C:22]([NH2:24])=[NH:23].C([O-])([O-])=O.[Na+].[Na+]. Product: [Br:1][C:2]1[CH:3]=[C:4]([C:8]2[CH:9]=[C:10]([C:11]([CH3:14])([CH3:13])[CH3:12])[N:24]=[C:22]([C:17]3[CH:18]=[CH:19][CH:20]=[CH:21][N:16]=3)[N:23]=2)[CH:5]=[N:6][CH:7]=1. The catalyst class is: 1. (3) Reactant: [CH2:1]([O:8][C:9]1[CH:14]=[CH:13][C:12]([C:15](=[O:17])[CH3:16])=[CH:11][CH:10]=1)[C:2]1[CH:7]=[CH:6][CH:5]=[CH:4][CH:3]=1.[Br:18]Br. Product: [CH2:1]([O:8][C:9]1[CH:10]=[CH:11][C:12]([C:15](=[O:17])[CH2:16][Br:18])=[CH:13][CH:14]=1)[C:2]1[CH:3]=[CH:4][CH:5]=[CH:6][CH:7]=1. The catalyst class is: 5. (4) Reactant: [OH-:1].[K+].[OH2:3].[CH3:4][O:5][C:6]1[CH:7]=[C:8]([CH2:14][CH2:15][C:16]2[N:17]=[C:18]3[CH:24]=[C:23]([C:25]4[CH:30]=[CH:29][N:28]=[C:27]([C:31]#N)[CH:26]=4)[N:22](S(C4C=CC=CC=4)(=O)=O)[C:19]3=[N:20][CH:21]=2)[CH:9]=[C:10]([O:12][CH3:13])[CH:11]=1.Cl. Product: [CH3:13][O:12][C:10]1[CH:9]=[C:8]([CH:7]=[C:6]([O:5][CH3:4])[CH:11]=1)[CH2:14][CH2:15][C:16]1[N:17]=[C:18]2[CH:24]=[C:23]([C:25]3[CH:30]=[CH:29][N:28]=[C:27]([C:31]([OH:3])=[O:1])[CH:26]=3)[NH:22][C:19]2=[N:20][CH:21]=1. The catalyst class is: 1. (5) Product: [NH2:26][C:21]([CH2:22][OH:23])([CH2:24][OH:25])[CH2:20][CH:19]([C:16]1[CH:15]=[CH:14][C:13]([O:12][C:11]2[CH:31]=[CH:32][C:8]([C:6]3[N:7]=[C:3]([CH2:1][CH3:2])[O:4][CH:5]=3)=[CH:9][CH:10]=2)=[CH:18][CH:17]=1)[OH:30]. Reactant: [CH2:1]([C:3]1[O:4][CH:5]=[C:6]([C:8]2[CH:32]=[CH:31][C:11]([O:12][C:13]3[CH:18]=[CH:17][C:16]([CH:19]([OH:30])[CH2:20][C:21]([NH:26]C(=O)C)([CH2:24][OH:25])[CH2:22][OH:23])=[CH:15][CH:14]=3)=[CH:10][CH:9]=2)[N:7]=1)[CH3:2].[OH-].[Na+]. The catalyst class is: 5.